This data is from Reaction yield outcomes from USPTO patents with 853,638 reactions. The task is: Predict the reaction yield, written as a fraction of the theoretical maximum amount of product (1.0 means a 100% yield; for example, 0.34 means a 34% yield). (1) The yield is 0.204. The reactants are [N:1]1[N:2]=[CH:3][N:4]2[CH2:9][CH2:8][NH:7][CH2:6][C:5]=12.Cl[CH2:11][CH2:12][CH2:13][O:14][C:15]1[CH:16]=[C:17]2[C:22](=[CH:23][C:24]=1[O:25][CH3:26])[N:21]=[CH:20][N:19]=[C:18]2[NH:27][C:28]1[CH:33]=[CH:32][C:31]([F:34])=[CH:30][CH:29]=1.C(Cl)Cl. The product is [N:1]1[N:2]=[CH:3][N:4]2[CH2:9][CH2:8][N:7]([CH2:11][CH2:12][CH2:13][O:14][C:15]3[CH:16]=[C:17]4[C:22](=[CH:23][C:24]=3[O:25][CH3:26])[N:21]=[CH:20][N:19]=[C:18]4[NH:27][C:28]3[CH:29]=[CH:30][C:31]([F:34])=[CH:32][CH:33]=3)[CH2:6][C:5]=12. The catalyst is CN(C=O)C. (2) The reactants are [F:1][C:2]([F:15])([F:14])[C:3]1[CH:8]=[CH:7][C:6](/[CH:9]=[CH:10]/[C:11](O)=[O:12])=[CH:5][CH:4]=1.C[N:17](C)C=O.O=S(Cl)Cl.N. The catalyst is C1(C)C=CC=CC=1. The product is [F:1][C:2]([F:15])([F:14])[C:3]1[CH:8]=[CH:7][C:6](/[CH:9]=[CH:10]/[C:11]([NH2:17])=[O:12])=[CH:5][CH:4]=1. The yield is 0.960. (3) The reactants are CNCC[N:5]1[C:13](=[O:14])[C:12]2[C:7](=[CH:8][CH:9]=[CH:10][CH:11]=2)[C:6]1=[O:15].C(=O)C1C=CC=NC=1.[Na].C(O)(=O)C.C([O-])(O)=O.[Na+]. The catalyst is ClCCl. The product is [C:6]1(=[O:15])[C:7]2[C:12](=[CH:11][CH:10]=[CH:9][CH:8]=2)[C:13](=[O:14])[NH:5]1. The yield is 0.570. (4) The reactants are [Cl:1][C:2]1[CH:10]=[CH:9][CH:8]=[C:7]2[C:3]=1[C:4]1([CH2:21][O:20][C:19]3[CH:22]=[C:23]4[C:27](=[CH:28][C:18]1=3)[CH2:26][CH2:25][O:24]4)[C:5](=[O:17])[N:6]2[CH2:11][C:12]([O:14]CC)=[O:13].O=C1C2(C3=CC4OCOC=4C=C3OC2)C2C(=CC=CC=2)N1CC(OCC)=O. No catalyst specified. The product is [Cl:1][C:2]1[CH:10]=[CH:9][CH:8]=[C:7]2[C:3]=1[C:4]1([CH2:21][O:20][C:19]3[CH:22]=[C:23]4[C:27](=[CH:28][C:18]1=3)[CH2:26][CH2:25][O:24]4)[C:5](=[O:17])[N:6]2[CH2:11][C:12]([OH:14])=[O:13]. The yield is 0.920. (5) The reactants are I[C:2]1[CH:3]=[CH:4][C:5]2[N:6]([CH:8]=[C:9]([NH:11][C:12]([CH:14]3[CH2:16][CH2:15]3)=[O:13])[N:10]=2)[N:7]=1.[NH2:17][C:18]1[CH:19]=[C:20]([NH:24][C:25]([C:27]2[N:31]([CH3:32])[N:30]=[C:29]([CH3:33])[CH:28]=2)=[O:26])[CH:21]=[CH:22][CH:23]=1.C1(P(C2CCCCC2)C2C=CC=CC=2C2C(C(C)C)=CC(C(C)C)=CC=2C(C)C)CCCCC1.CC(C)([O-])C.[K+].C(=O)([O-])O.[Na+]. The catalyst is C1C=CC(/C=C/C(/C=C/C2C=CC=CC=2)=O)=CC=1.C1C=CC(/C=C/C(/C=C/C2C=CC=CC=2)=O)=CC=1.C1C=CC(/C=C/C(/C=C/C2C=CC=CC=2)=O)=CC=1.[Pd].[Pd].C(OCC)(=O)C.O1CCCC1.C(O)(C)(C)C. The product is [CH:14]1([C:12]([NH:11][C:9]2[N:10]=[C:5]3[CH:4]=[CH:3][C:2]([NH:17][C:18]4[CH:19]=[C:20]([NH:24][C:25]([C:27]5[N:31]([CH3:32])[N:30]=[C:29]([CH3:33])[CH:28]=5)=[O:26])[CH:21]=[CH:22][CH:23]=4)=[N:7][N:6]3[CH:8]=2)=[O:13])[CH2:16][CH2:15]1. The yield is 0.0900. (6) The reactants are I[C:2]1[CH:3]=[C:4]2[C:9](=[CH:10][CH:11]=1)[N:8]=[CH:7][N:6]=[C:5]2[O:12][C:13]1[CH:18]=[CH:17][CH:16]=[CH:15][CH:14]=1.[C:19]([C:21]1([OH:28])[CH2:26][CH2:25][N:24]([CH3:27])[CH2:23][CH2:22]1)#[CH:20].C1C=CC(P(C2C=CC=CC=2)C2C=CC=CC=2)=CC=1. The catalyst is CC([O-])=O.CC([O-])=O.[Pd+2].C(N(CC)CC)C. The product is [CH3:27][N:24]1[CH2:25][CH2:26][C:21]([C:19]#[C:20][C:2]2[CH:3]=[C:4]3[C:9](=[CH:10][CH:11]=2)[N:8]=[CH:7][N:6]=[C:5]3[O:12][C:13]2[CH:18]=[CH:17][CH:16]=[CH:15][CH:14]=2)([OH:28])[CH2:22][CH2:23]1. The yield is 0.680. (7) The product is [CH2:1]([NH:3][C:4]1[CH:9]=[CH:8][CH:7]=[CH:6][C:5]=1[NH2:10])[CH3:2]. The catalyst is CCOC(C)=O.[Pd]. The yield is 0.990. The reactants are [CH2:1]([NH:3][C:4]1[CH:9]=[CH:8][CH:7]=[CH:6][C:5]=1[N+:10]([O-])=O)[CH3:2].